Dataset: Peptide-MHC class I binding affinity with 185,985 pairs from IEDB/IMGT. Task: Regression. Given a peptide amino acid sequence and an MHC pseudo amino acid sequence, predict their binding affinity value. This is MHC class I binding data. The peptide sequence is MVNHSTYYVH. The MHC is HLA-A68:01 with pseudo-sequence HLA-A68:01. The binding affinity (normalized) is 0.448.